The task is: Predict the reactants needed to synthesize the given product.. This data is from Full USPTO retrosynthesis dataset with 1.9M reactions from patents (1976-2016). (1) Given the product [F:31][C:32]1[CH:33]=[C:34]([C:7]2[C@:8]3([CH2:24][CH2:23][C@H:22]4[C@@H:13]([CH2:14][CH2:15][C:16]5[CH:17]=[C:18]([C:25]([O:27][CH3:28])=[O:26])[CH:19]=[CH:20][C:21]=54)[C@@H:10]3[CH2:11][CH:12]=2)[CH3:9])[CH:35]=[N:36][CH:37]=1, predict the reactants needed to synthesize it. The reactants are: FC(F)(F)S(O[C:7]1[C@:8]2([CH2:24][CH2:23][C@H:22]3[C@@H:13]([CH2:14][CH2:15][C:16]4[CH:17]=[C:18]([C:25]([O:27][CH3:28])=[O:26])[CH:19]=[CH:20][C:21]=43)[C@@H:10]2[CH2:11][CH:12]=1)[CH3:9])(=O)=O.[F:31][C:32]1[CH:33]=[C:34](B(O)O)[CH:35]=[N:36][CH:37]=1.[Cl-].[Li+].C(=O)([O-])[O-].[Na+].[Na+]. (2) Given the product [CH2:1]([O:3][C:4](=[O:20])[CH:5]([C:11]1[CH:16]=[N:15][C:14]([NH2:17])=[CH:13][N:12]=1)[C:6]([O:8][CH2:9][CH3:10])=[O:7])[CH3:2], predict the reactants needed to synthesize it. The reactants are: [CH2:1]([O:3][C:4](=[O:20])[CH:5]([C:11]1[CH:16]=[N:15][C:14]([N+:17]([O-])=O)=[CH:13][N:12]=1)[C:6]([O:8][CH2:9][CH3:10])=[O:7])[CH3:2].C([O-])=O.[NH4+]. (3) Given the product [CH3:18][O:19][C:20]1[CH:25]=[CH:24][C:23]([S:1]([O:4][CH2:5][O:6][S:7]([C:15]2[CH:16]=[CH:17][C:30]([O:31][CH3:32])=[CH:13][CH:14]=2)(=[O:9])=[O:8])(=[O:3])=[O:2])=[CH:22][CH:21]=1, predict the reactants needed to synthesize it. The reactants are: [S:1](Cl)([O:4][CH2:5][O:6][S:7](Cl)(=[O:9])=[O:8])(=[O:3])=[O:2].[NH+]1[CH:17]=[CH:16][CH:15]=[CH:14][CH:13]=1.[CH3:18][O:19][C:20]1[CH:25]=[CH:24][C:23](S([O-])(=O)=O)=[CH:22][CH:21]=1.[C:30](=O)(OC)[O:31][CH3:32]. (4) Given the product [F:19][C:20]([F:25])([F:24])[C:21](=[N:18][NH:17][C:14]1[CH:15]=[CH:16][C:11]([C:9]#[N:10])=[CH:12][CH:13]=1)[NH2:22], predict the reactants needed to synthesize it. The reactants are: C(N(CC)CC)C.Cl.[C:9]([C:11]1[CH:16]=[CH:15][C:14]([NH:17][NH2:18])=[CH:13][CH:12]=1)#[N:10].[F:19][C:20]([F:25])([F:24])[C:21](N)=[NH:22]. (5) The reactants are: [Br:1][C:2]1[C:3](=[O:22])[N:4]([C:16]2[CH:21]=[CH:20][CH:19]=[CH:18][CH:17]=2)[N:5]([CH3:15])[C:6]=1[CH2:7][N:8]1[CH2:13][CH2:12][CH:11]([OH:14])[CH2:10][CH2:9]1.[C:23]([N:30]1[CH:34]=[CH:33]N=[CH:31]1)(N1C=CN=C1)=[O:24].C(N)C[C:37]1[CH:42]=[CH:41][CH:40]=[CH:39][CH:38]=1. Given the product [Br:1][C:2]1[C:3](=[O:22])[N:4]([C:16]2[CH:21]=[CH:20][CH:19]=[CH:18][CH:17]=2)[N:5]([CH3:15])[C:6]=1[CH2:7][N:8]1[CH2:13][CH2:12][CH:11]([O:14][C:23](=[O:24])[N:30]([CH3:31])[CH2:34][CH2:33][C:37]2[CH:42]=[CH:41][CH:40]=[CH:39][CH:38]=2)[CH2:10][CH2:9]1, predict the reactants needed to synthesize it. (6) Given the product [CH3:13][O:12][C:9]1[CH:10]=[CH:11][C:6]([NH:5][CH2:3][C:2]([F:1])([F:14])[F:15])=[CH:7][CH:8]=1, predict the reactants needed to synthesize it. The reactants are: [F:1][C:2]([F:15])([F:14])[C:3]([NH:5][C:6]1[CH:11]=[CH:10][C:9]([O:12][CH3:13])=[CH:8][CH:7]=1)=O.B. (7) Given the product [ClH:1].[NH2:2][C:3]1([C:7]2[CH:8]=[CH:9][C:10]([C:13]3[C:14](=[O:31])[C:15]4[CH:20]=[CH:19][NH:18][C:17](=[O:21])[C:16]=4[O:23][C:24]=3[C:25]3[CH:26]=[CH:27][CH:28]=[CH:29][CH:30]=3)=[CH:11][CH:12]=2)[CH2:6][CH2:5][CH2:4]1, predict the reactants needed to synthesize it. The reactants are: [ClH:1].[NH2:2][C:3]1([C:7]2[CH:12]=[CH:11][C:10]([C:13]3[C:14](=[O:31])[C:15]4[C:16]([O:23][C:24]=3[C:25]3[CH:30]=[CH:29][CH:28]=[CH:27][CH:26]=3)=[C:17]([O:21]C)[N:18]=[CH:19][CH:20]=4)=[CH:9][CH:8]=2)[CH2:6][CH2:5][CH2:4]1.CO.O.[OH-].[Na+].